Dataset: Catalyst prediction with 721,799 reactions and 888 catalyst types from USPTO. Task: Predict which catalyst facilitates the given reaction. (1) Reactant: C1COCC1.[Br:6][C:7]1[CH:12]=[CH:11][C:10]([O:13][CH2:14][CH2:15]Cl)=[CH:9][CH:8]=1.C(O[K])(C)(C)C. Product: [Br:6][C:7]1[CH:12]=[CH:11][C:10]([O:13][CH:14]=[CH2:15])=[CH:9][CH:8]=1. The catalyst class is: 6. (2) Reactant: I[C:2]1[C:10]2[C:5](=[CH:6][C:7]([C:11]([NH:13][CH3:14])=[O:12])=[CH:8][CH:9]=2)[NH:4][N:3]=1.[C:15]([O:19][C:20]([N:22]1[C:30]2[C:25](=[CH:26][C:27]([CH2:31][CH2:32][CH2:33][CH:34]3[O:38][CH2:37][CH2:36][O:35]3)=[CH:28][CH:29]=2)[CH:24]=[C:23]1B(O)O)=[O:21])([CH3:18])([CH3:17])[CH3:16].[Cl-].[Li+].C(=O)([O-])[O-].[Na+].[Na+]. Product: [O:35]1[CH2:36][CH2:37][O:38][CH:34]1[CH2:33][CH2:32][CH2:31][C:27]1[CH:26]=[C:25]2[C:30](=[CH:29][CH:28]=1)[N:22]([C:20]([O:19][C:15]([CH3:18])([CH3:17])[CH3:16])=[O:21])[C:23]([C:2]1[C:10]3[C:5](=[CH:6][C:7]([C:11]([NH:13][CH3:14])=[O:12])=[CH:8][CH:9]=3)[NH:4][N:3]=1)=[CH:24]2. The catalyst class is: 77. (3) Reactant: C(OC([N:11]1[CH2:23][CH2:22][C:21]2[C:20]3[C:15](=[CH:16][CH:17]=[CH:18][CH:19]=3)[NH:14][C:13]=2[CH:12]1[CH2:24][N:25]([C:41]([O:43][C:44]([CH3:47])([CH3:46])[CH3:45])=[O:42])[C@H:26]([C:33]([O:35][CH:36]1[CH2:40][CH2:39][CH2:38][CH2:37]1)=[O:34])[C:27]1[CH:32]=[CH:31][CH:30]=[CH:29][CH:28]=1)=O)C1C=CC=CC=1.[H][H]. Product: [CH:36]1([O:35][C:33](=[O:34])[C@@H:26]([N:25]([C:41]([O:43][C:44]([CH3:46])([CH3:45])[CH3:47])=[O:42])[CH2:24][CH:12]2[C:13]3[NH:14][C:15]4[C:20](=[CH:19][CH:18]=[CH:17][CH:16]=4)[C:21]=3[CH2:22][CH2:23][NH:11]2)[C:27]2[CH:32]=[CH:31][CH:30]=[CH:29][CH:28]=2)[CH2:40][CH2:39][CH2:38][CH2:37]1. The catalyst class is: 29. (4) The catalyst class is: 5. Reactant: [C:1]([C:3]1[CH:8]=[CH:7][C:6]([CH:9]2[C:14]([C:15]([O:17][CH2:18]C)=[O:16])=[C:13]([CH3:20])[N:12]([C:21]3[CH:26]=[CH:25][CH:24]=[C:23]([C:27]([F:30])([F:29])[F:28])[CH:22]=3)[C:11]([S:31][CH3:32])=[N:10]2)=[CH:5][CH:4]=1)#[N:2].C[O-].[Na+]. Product: [C:1]([C:3]1[CH:4]=[CH:5][C:6]([CH:9]2[C:14]([C:15]([O:17][CH3:18])=[O:16])=[C:13]([CH3:20])[N:12]([C:21]3[CH:26]=[CH:25][CH:24]=[C:23]([C:27]([F:30])([F:29])[F:28])[CH:22]=3)[C:11]([S:31][CH3:32])=[N:10]2)=[CH:7][CH:8]=1)#[N:2]. (5) Reactant: [H-].[Na+].[NH2:3][C:4]1[N:12]=[C:11]([I:13])[N:10]=[C:9]2[C:5]=1[N:6]=[CH:7][N:8]2[C@H:14]1[C@@H:18]2[O:19][C:20]([CH3:23])([CH3:22])[O:21][C@@H:17]2[C@@H:16](CO)[O:15]1.S(Cl)(C1C=CC(C)=CC=1)(=O)=O.[O:37]=[C:38]1[CH:42]([NH:43][C:44](=[O:50])[O:45][C:46]([CH3:49])([CH3:48])[CH3:47])[CH2:41][CH2:40][S:39]1.[CH3:51][O-].[Na+].S(C1C=CC(C)=CC=1)([O-])(=O)=O.C1C[O:68][CH2:67]C1. Product: [NH2:3][C:4]1[N:12]=[C:11]([I:13])[N:10]=[C:9]2[C:5]=1[N:6]=[CH:7][N:8]2[C@H:14]1[C@@H:18]2[O:19][C:20]([CH3:23])([CH3:22])[O:21][C@@H:17]2[C@@H:16]([CH2:51][S:39][CH2:40][CH2:41][CH:42]([NH:43][C:44]([O:45][C:46]([CH3:49])([CH3:48])[CH3:47])=[O:50])[C:38]([O:68][CH3:67])=[O:37])[O:15]1. The catalyst class is: 191.